Dataset: Reaction yield outcomes from USPTO patents with 853,638 reactions. Task: Predict the reaction yield, written as a fraction of the theoretical maximum amount of product (1.0 means a 100% yield; for example, 0.34 means a 34% yield). (1) The reactants are C([O:8][C:9]([CH:11]1[CH2:16][CH2:15][N:14]([S:17]([CH3:20])(=[O:19])=[O:18])[CH2:13][CH2:12]1)=[O:10])C1C=CC=CC=1. The catalyst is C(OCC)(=O)C.CO.[Pd]. The product is [CH3:20][S:17]([N:14]1[CH2:15][CH2:16][CH:11]([C:9]([OH:10])=[O:8])[CH2:12][CH2:13]1)(=[O:19])=[O:18]. The yield is 0.730. (2) The reactants are [OH:1][C:2]1[C:11]2[C:6](=[N:7][CH:8]=[CH:9][CH:10]=2)[N:5]([CH2:12][CH2:13][CH:14]([CH3:16])[CH3:15])[C:4](=[O:17])[C:3]=1[C:18]1[NH:23][C:22]2[CH:24]=[CH:25][C:26]([NH:28][S:29]([N:32]3[CH2:36][CH2:35]O[C:33]3=O)(=[O:31])=[O:30])=[CH:27][C:21]=2[S:20](=[O:39])(=[O:38])[N:19]=1.N1CCC[CH2:41]1. The catalyst is C(#N)C. The product is [OH:1][C:2]1[C:11]2[C:6](=[N:7][CH:8]=[CH:9][CH:10]=2)[N:5]([CH2:12][CH2:13][CH:14]([CH3:16])[CH3:15])[C:4](=[O:17])[C:3]=1[C:18]1[NH:23][C:22]2[CH:24]=[CH:25][C:26]([NH:28][S:29]([N:32]3[CH2:33][CH2:41][CH2:35][CH2:36]3)(=[O:31])=[O:30])=[CH:27][C:21]=2[S:20](=[O:39])(=[O:38])[N:19]=1. The yield is 0.0900. (3) The reactants are [Cl:1][C:2]1[C:7]([O:8][CH3:9])=[CH:6][C:5]([O:10][CH3:11])=[CH:4][C:3]=1[C:12]1[C:23](=[O:24])[N:22]([CH2:25][CH2:26][CH2:27][N:28]2[C@@H:33]([CH3:34])[CH2:32][N:31]([C:35]([O:37][C:38]([CH3:41])([CH3:40])[CH3:39])=[O:36])[CH2:30][C@H:29]2[CH3:42])[C:15]2[N:16]=[C:17]([S:20][CH3:21])[N:18]=[CH:19][C:14]=2[CH:13]=1.C1C=C(Cl)C=C(C(OO)=[O:51])C=1. The catalyst is C(Cl)Cl. The product is [Cl:1][C:2]1[C:7]([O:8][CH3:9])=[CH:6][C:5]([O:10][CH3:11])=[CH:4][C:3]=1[C:12]1[C:23](=[O:24])[N:22]([CH2:25][CH2:26][CH2:27][N:28]2[C@@H:29]([CH3:42])[CH2:30][N:31]([C:35]([O:37][C:38]([CH3:40])([CH3:39])[CH3:41])=[O:36])[CH2:32][C@H:33]2[CH3:34])[C:15]2[N:16]=[C:17]([S:20]([CH3:21])=[O:51])[N:18]=[CH:19][C:14]=2[CH:13]=1. The yield is 1.00.